This data is from NCI-60 drug combinations with 297,098 pairs across 59 cell lines. The task is: Regression. Given two drug SMILES strings and cell line genomic features, predict the synergy score measuring deviation from expected non-interaction effect. (1) Drug 1: C1=NC2=C(N=C(N=C2N1C3C(C(C(O3)CO)O)O)F)N. Drug 2: CN(CCCl)CCCl.Cl. Cell line: A549. Synergy scores: CSS=26.5, Synergy_ZIP=-1.23, Synergy_Bliss=1.04, Synergy_Loewe=-20.8, Synergy_HSA=-2.84. (2) Drug 1: CS(=O)(=O)CCNCC1=CC=C(O1)C2=CC3=C(C=C2)N=CN=C3NC4=CC(=C(C=C4)OCC5=CC(=CC=C5)F)Cl. Drug 2: CCN(CC)CCCC(C)NC1=C2C=C(C=CC2=NC3=C1C=CC(=C3)Cl)OC. Cell line: RXF 393. Synergy scores: CSS=11.9, Synergy_ZIP=-3.66, Synergy_Bliss=3.71, Synergy_Loewe=-1.72, Synergy_HSA=3.53.